Task: Regression. Given two drug SMILES strings and cell line genomic features, predict the synergy score measuring deviation from expected non-interaction effect.. Dataset: NCI-60 drug combinations with 297,098 pairs across 59 cell lines (1) Cell line: SNB-19. Synergy scores: CSS=30.8, Synergy_ZIP=-8.59, Synergy_Bliss=-3.34, Synergy_Loewe=-4.53, Synergy_HSA=-2.87. Drug 2: C1CC(C1)(C(=O)O)C(=O)O.[NH2-].[NH2-].[Pt+2]. Drug 1: C1=NC2=C(N1)C(=S)N=C(N2)N. (2) Drug 2: CC1=C(C=C(C=C1)NC2=NC=CC(=N2)N(C)C3=CC4=NN(C(=C4C=C3)C)C)S(=O)(=O)N.Cl. Synergy scores: CSS=18.2, Synergy_ZIP=0.308, Synergy_Bliss=7.86, Synergy_Loewe=-4.50, Synergy_HSA=4.73. Cell line: A498. Drug 1: CN1CCC(CC1)COC2=C(C=C3C(=C2)N=CN=C3NC4=C(C=C(C=C4)Br)F)OC. (3) Synergy scores: CSS=26.5, Synergy_ZIP=-10.9, Synergy_Bliss=-2.16, Synergy_Loewe=-34.6, Synergy_HSA=2.15. Cell line: TK-10. Drug 2: C1CCC(C(C1)N)N.C(=O)(C(=O)[O-])[O-].[Pt+4]. Drug 1: CCC1=C2CN3C(=CC4=C(C3=O)COC(=O)C4(CC)O)C2=NC5=C1C=C(C=C5)O. (4) Drug 1: CNC(=O)C1=CC=CC=C1SC2=CC3=C(C=C2)C(=NN3)C=CC4=CC=CC=N4. Drug 2: CC1=C(C=C(C=C1)NC(=O)C2=CC=C(C=C2)CN3CCN(CC3)C)NC4=NC=CC(=N4)C5=CN=CC=C5. Cell line: HCT-15. Synergy scores: CSS=0.264, Synergy_ZIP=-0.291, Synergy_Bliss=-2.37, Synergy_Loewe=-4.91, Synergy_HSA=-4.32. (5) Drug 1: CC1=C2C(C(=O)C3(C(CC4C(C3C(C(C2(C)C)(CC1OC(=O)C(C(C5=CC=CC=C5)NC(=O)OC(C)(C)C)O)O)OC(=O)C6=CC=CC=C6)(CO4)OC(=O)C)O)C)O. Drug 2: CCN(CC)CCNC(=O)C1=C(NC(=C1C)C=C2C3=C(C=CC(=C3)F)NC2=O)C. Cell line: HT29. Synergy scores: CSS=20.7, Synergy_ZIP=10.7, Synergy_Bliss=13.0, Synergy_Loewe=8.82, Synergy_HSA=10.2. (6) Drug 1: C1=NC2=C(N1)C(=S)N=C(N2)N. Drug 2: CCCCC(=O)OCC(=O)C1(CC(C2=C(C1)C(=C3C(=C2O)C(=O)C4=C(C3=O)C=CC=C4OC)O)OC5CC(C(C(O5)C)O)NC(=O)C(F)(F)F)O. Cell line: NCI/ADR-RES. Synergy scores: CSS=32.7, Synergy_ZIP=-0.901, Synergy_Bliss=-1.88, Synergy_Loewe=-1.05, Synergy_HSA=-0.597. (7) Drug 1: C1CC(=O)NC(=O)C1N2CC3=C(C2=O)C=CC=C3N. Drug 2: CC12CCC3C(C1CCC2O)C(CC4=C3C=CC(=C4)O)CCCCCCCCCS(=O)CCCC(C(F)(F)F)(F)F. Cell line: HOP-62. Synergy scores: CSS=6.98, Synergy_ZIP=-2.43, Synergy_Bliss=0.0231, Synergy_Loewe=2.23, Synergy_HSA=0.757. (8) Drug 1: CC(C)(C#N)C1=CC(=CC(=C1)CN2C=NC=N2)C(C)(C)C#N. Synergy scores: CSS=-4.29, Synergy_ZIP=1.53, Synergy_Bliss=1.07, Synergy_Loewe=-3.14, Synergy_HSA=-3.11. Drug 2: COC1=C2C(=CC3=C1OC=C3)C=CC(=O)O2. Cell line: NCI-H522.